Task: Predict which catalyst facilitates the given reaction.. Dataset: Catalyst prediction with 721,799 reactions and 888 catalyst types from USPTO (1) Reactant: [CH2:1]([O:3][C:4]([N:6]1[CH2:11][CH2:10][N:9]([C:12](=[O:39])[C@@H:13]([NH:23][C:24]([C:26]2[CH:30]=[C:29]([OH:31])[N:28]([C:32]3[CH:37]=[CH:36][CH:35]=[C:34]([F:38])[CH:33]=3)[N:27]=2)=[O:25])[CH2:14][CH2:15][C:16]([O:18][C:19]([CH3:22])([CH3:21])[CH3:20])=[O:17])[CH2:8][CH2:7]1)=[O:5])[CH3:2].Br[CH2:41][C:42]([O:44][CH2:45][C:46]1[CH:51]=[CH:50][CH:49]=[CH:48][CH:47]=1)=[O:43].C(=O)([O-])[O-].[Cs+].[Cs+]. Product: [CH2:1]([O:3][C:4]([N:6]1[CH2:11][CH2:10][N:9]([C:12](=[O:39])[C@@H:13]([NH:23][C:24]([C:26]2[CH:30]=[C:29]([O:31][CH2:41][C:42]([O:44][CH2:45][C:46]3[CH:51]=[CH:50][CH:49]=[CH:48][CH:47]=3)=[O:43])[N:28]([C:32]3[CH:37]=[CH:36][CH:35]=[C:34]([F:38])[CH:33]=3)[N:27]=2)=[O:25])[CH2:14][CH2:15][C:16]([O:18][C:19]([CH3:22])([CH3:21])[CH3:20])=[O:17])[CH2:8][CH2:7]1)=[O:5])[CH3:2]. The catalyst class is: 39. (2) Reactant: C([C:3]1[C:4](Br)=[N:5][CH:6]=[C:7]([CH3:9])[CH:8]=1)C.Br[C:12]([F:19])([F:18])[C:13]([O:15][CH2:16][CH3:17])=[O:14]. Product: [F:18][C:12]([F:19])([C:4]1[CH:3]=[CH:8][C:7]([CH3:9])=[CH:6][N:5]=1)[C:13]([O:15][CH2:16][CH3:17])=[O:14]. The catalyst class is: 16. (3) Reactant: ClC1C=CC([C:8]2[C:9](=[O:26])[CH:10]=[C:11]([CH:24]=[O:25])[O:12][C:13]=2[C:14]2[CH:19]=[CH:18][C:17]([S:20]([CH3:23])(=[O:22])=[O:21])=[CH:16][CH:15]=2)=CC=1.[BH4-].[Na+]. Product: [OH:25][CH2:24][C:11]1[O:12][C:13]([C:14]2[CH:19]=[CH:18][C:17]([S:20]([CH3:23])(=[O:22])=[O:21])=[CH:16][CH:15]=2)=[CH:8][C:9](=[O:26])[CH:10]=1. The catalyst class is: 5. (4) The catalyst class is: 6. Product: [CH3:1][N:2]([CH3:7])[CH2:3][CH2:4][CH2:5][NH:6][C:21]1[N:20]=[C:19]([C:18]2[C:17]([C:29]3[CH:34]=[CH:33][C:32]([C:35]([F:38])([F:37])[F:36])=[CH:31][CH:30]=3)=[N:16][N:14]3[CH:15]=[C:10]([C:9]([F:8])([F:39])[F:40])[CH:11]=[CH:12][C:13]=23)[CH:24]=[CH:23][N:22]=1. Reactant: [CH3:1][N:2]([CH3:7])[CH2:3][CH2:4][CH2:5][NH2:6].[F:8][C:9]([F:40])([F:39])[C:10]1[CH:11]=[CH:12][C:13]2[N:14]([N:16]=[C:17]([C:29]3[CH:34]=[CH:33][C:32]([C:35]([F:38])([F:37])[F:36])=[CH:31][CH:30]=3)[C:18]=2[C:19]2[CH:24]=[CH:23][N:22]=[C:21](S(C)(=O)=O)[N:20]=2)[CH:15]=1. (5) Reactant: [CH:1]1[CH:2]=[N:3][C:4]2[C:9]([N:10]=1)=[CH:8][C:7]1[CH:11]3[CH2:16][NH:15][CH2:14][CH:13]([C:6]=1[CH:5]=2)[CH2:12]3.[C:17]([OH:26])(=[O:25])[CH:18]([CH:20]([C:22]([OH:24])=[O:23])[OH:21])[OH:19].O.[OH:28][CH:29]1[O:48][C@H:47]([CH2:49][OH:50])[C@@H:34]([O:35][C@@H:36]2[O:44][C@H:43]([CH2:45][OH:46])[C@H:41]([OH:42])[C@H:39]([OH:40])[C@H:37]2[OH:38])[C@H:32]([OH:33])[C@H:30]1[OH:31]. Product: [CH:2]1[CH:1]=[N:10][C:9]2[C:4]([N:3]=1)=[CH:5][C:6]1[CH:13]3[CH2:14][NH:15][CH2:16][CH:11]([C:7]=1[CH:8]=2)[CH2:12]3.[CH:18]([OH:19])([C:17]([OH:26])=[O:25])[CH:20]([OH:21])[C:22]([OH:24])=[O:23].[OH2:28].[OH:28][CH:29]1[O:48][C@H:47]([CH2:49][OH:50])[C@@H:34]([O:35][C@@H:36]2[O:44][C@H:43]([CH2:45][OH:46])[C@H:41]([OH:42])[C@H:39]([OH:40])[C@H:37]2[OH:38])[C@H:32]([OH:33])[C@H:30]1[OH:31]. The catalyst class is: 24. (6) Reactant: Cl[C:2]1[N:7]=[CH:6][C:5]([C:8](=[O:10])[CH3:9])=[CH:4][CH:3]=1.[CH3:11][C:12]1[N:13]=[CH:14][NH:15][CH:16]=1.C([O-])([O-])=O.[K+].[K+]. Product: [CH3:11][C:12]1[N:13]=[CH:14][N:15]([C:2]2[N:7]=[CH:6][C:5]([C:8](=[O:10])[CH3:9])=[CH:4][CH:3]=2)[CH:16]=1. The catalyst class is: 16. (7) Product: [Br:1][C:2]1[CH:7]=[CH:6][C:5]([CH2:8][Br:12])=[C:4]([Cl:10])[CH:3]=1. Reactant: [Br:1][C:2]1[CH:7]=[CH:6][C:5]([CH2:8]O)=[C:4]([Cl:10])[CH:3]=1.C(Br)(Br)(Br)[Br:12].C1C=CC(P(C2C=CC=CC=2)C2C=CC=CC=2)=CC=1. The catalyst class is: 2. (8) Reactant: [OH:1][CH:2]1[CH2:7][CH2:6][N:5]([C:8]2[N:13]=[N:12][C:11]([C:14]3[CH:15]=[N:16][CH:17]=[C:18]([CH:24]=3)[C:19]([O:21][CH2:22][CH3:23])=[O:20])=[CH:10][CH:9]=2)[CH2:4][CH2:3]1.O[C:26]1[C:35]2[C:30](=[CH:31][CH:32]=[CH:33][CH:34]=2)[N:29]=[CH:28][CH:27]=1.N(C(OCC)=O)=NC(OCC)=O.C1(P(C2C=CC=CC=2)C2C=CC=CC=2)C=CC=CC=1. Product: [N:29]1[C:30]2[C:35](=[CH:34][CH:33]=[CH:32][CH:31]=2)[C:26]([O:1][CH:2]2[CH2:7][CH2:6][N:5]([C:8]3[N:13]=[N:12][C:11]([C:14]4[CH:15]=[N:16][CH:17]=[C:18]([CH:24]=4)[C:19]([O:21][CH2:22][CH3:23])=[O:20])=[CH:10][CH:9]=3)[CH2:4][CH2:3]2)=[CH:27][CH:28]=1. The catalyst class is: 1.